From a dataset of Full USPTO retrosynthesis dataset with 1.9M reactions from patents (1976-2016). Predict the reactants needed to synthesize the given product. (1) Given the product [CH2:1]([N:8]1[CH:13]([CH2:14][F:15])[CH2:12][O:11][C:10]([CH2:17][CH:18]([OH:20])[CH3:19])([CH3:16])[C:9]1=[O:38])[C:2]1[CH:3]=[CH:4][CH:5]=[CH:6][CH:7]=1, predict the reactants needed to synthesize it. The reactants are: [CH2:1]([N:8]1[CH:13]([CH2:14][F:15])[CH2:12][O:11][C:10]([CH2:17][CH:18]([O:20][Si](C(C)(C)C)(C2C=CC=CC=2)C2C=CC=CC=2)[CH3:19])([CH3:16])[C:9]1=[O:38])[C:2]1[CH:7]=[CH:6][CH:5]=[CH:4][CH:3]=1.[F-].C([N+](CCCC)(CCCC)CCCC)CCC. (2) Given the product [O:16]=[C:13]1[N:12]=[C:11]([NH:5][C@H:4]([C:3]([N:2]([CH3:9])[CH3:1])=[O:8])[CH2:6][OH:7])[CH2:15][S:14]1, predict the reactants needed to synthesize it. The reactants are: [CH3:1][N:2]([CH3:9])[C:3](=[O:8])[C@H:4]([CH2:6][OH:7])[NH2:5].S=[C:11]1[CH2:15][S:14][C:13](=[O:16])[NH:12]1.